From a dataset of Forward reaction prediction with 1.9M reactions from USPTO patents (1976-2016). Predict the product of the given reaction. (1) Given the reactants [F:1][C:2]1[CH:7]=[CH:6][C:5]([CH2:8][C:9]2[CH:18]=[C:17]3[C:12]([C:13]([OH:36])=[C:14]([C:31](OCC)=[O:32])[C:15](=[O:30])[N:16]3[CH2:19][CH2:20][CH2:21][S:22]([N:25]3[CH2:29][CH2:28][CH2:27][CH2:26]3)(=[O:24])=[O:23])=[N:11][CH:10]=2)=[CH:4][CH:3]=1.[CH3:37][O:38][CH2:39][CH2:40][NH2:41], predict the reaction product. The product is: [F:1][C:2]1[CH:3]=[CH:4][C:5]([CH2:8][C:9]2[CH:18]=[C:17]3[C:12]([C:13]([OH:36])=[C:14]([C:31]([NH:41][CH2:40][CH2:39][O:38][CH3:37])=[O:32])[C:15](=[O:30])[N:16]3[CH2:19][CH2:20][CH2:21][S:22]([N:25]3[CH2:26][CH2:27][CH2:28][CH2:29]3)(=[O:23])=[O:24])=[N:11][CH:10]=2)=[CH:6][CH:7]=1. (2) Given the reactants [C:1]([N:4]([CH2:30][CH:31]1[CH2:33][CH2:32]1)[C:5]1[CH:29]=[CH:28][C:8]([O:9][C:10]2[CH:11]=[C:12]([CH:21]=[C:22]([C:24]([O:26][CH3:27])=[O:25])[CH:23]=2)[O:13][C:14]2([C:18](O)=[O:19])[CH2:17][CH2:16][CH2:15]2)=[CH:7][CH:6]=1)(=[O:3])[CH3:2].C(N(CC)CC)C.C(OC(Cl)=O)C(C)C, predict the reaction product. The product is: [C:1]([N:4]([CH2:30][CH:31]1[CH2:32][CH2:33]1)[C:5]1[CH:6]=[CH:7][C:8]([O:9][C:10]2[CH:23]=[C:22]([CH:21]=[C:12]([O:13][C:14]3([CH2:18][OH:19])[CH2:17][CH2:16][CH2:15]3)[CH:11]=2)[C:24]([O:26][CH3:27])=[O:25])=[CH:28][CH:29]=1)(=[O:3])[CH3:2]. (3) The product is: [NH:5]1[CH2:6][CH2:7][CH2:8][CH2:9][C@@H:4]1[C:2]([NH2:1])=[O:3]. Given the reactants [NH2:1][C:2]([C@H:4]1[CH2:9][CH2:8][CH2:7][CH2:6][N:5]1C(OC(C)(C)C)=O)=[O:3].Cl.O1CCOCC1, predict the reaction product. (4) Given the reactants I[C:2]1[CH:7]=[N:6][CH:5]=[C:4]([I:8])[N:3]=1.[CH2:9]([C@H:13]1[CH2:18][NH:17][CH2:16][CH2:15][N:14]1[C:19]([O:21][C:22]([CH3:25])([CH3:24])[CH3:23])=[O:20])[CH:10]([CH3:12])[CH3:11].C([O-])([O-])=O.[K+].[K+], predict the reaction product. The product is: [I:8][C:4]1[N:3]=[C:2]([N:17]2[CH2:16][CH2:15][N:14]([C:19]([O:21][C:22]([CH3:23])([CH3:24])[CH3:25])=[O:20])[C@@H:13]([CH2:9][CH:10]([CH3:12])[CH3:11])[CH2:18]2)[CH:7]=[N:6][CH:5]=1. (5) Given the reactants Cl[C:2]1[N:7]=[C:6]([S:8][CH3:9])[CH:5]=[CH:4][N:3]=1.[O-]P([O-])([O-])=O.[K+].[K+].[K+].[F:18][C:19]1[CH:20]=[C:21]2[C:27](B3OC(C)(C)C(C)(C)O3)=[N:26][N:25]([C:37]([C:50]3[CH:55]=[CH:54][CH:53]=[CH:52][CH:51]=3)([C:44]3[CH:49]=[CH:48][CH:47]=[CH:46][CH:45]=3)[C:38]3[CH:43]=[CH:42][CH:41]=[CH:40][CH:39]=3)[C:22]2=[N:23][CH:24]=1, predict the reaction product. The product is: [F:18][C:19]1[CH:20]=[C:21]2[C:27]([C:2]3[N:7]=[C:6]([S:8][CH3:9])[CH:5]=[CH:4][N:3]=3)=[N:26][N:25]([C:37]([C:38]3[CH:39]=[CH:40][CH:41]=[CH:42][CH:43]=3)([C:44]3[CH:45]=[CH:46][CH:47]=[CH:48][CH:49]=3)[C:50]3[CH:55]=[CH:54][CH:53]=[CH:52][CH:51]=3)[C:22]2=[N:23][CH:24]=1. (6) The product is: [NH2:18][C:10](=[O:11])[C:9]([NH:8][C:6](=[O:7])[C:5]1[CH:15]=[CH:16][C:2]([Br:1])=[CH:3][CH:4]=1)([CH3:14])[CH3:13]. Given the reactants [Br:1][C:2]1[CH:16]=[CH:15][C:5]([C:6]([NH:8][C:9]([CH3:14])([CH3:13])[C:10]([O-])=[O:11])=[O:7])=[CH:4][CH:3]=1.[OH-].[NH4+:18], predict the reaction product. (7) Given the reactants [NH2:1][C:2]1[S:3][C:4]2[C:9]([NH:10][C@H:11]([CH3:14])[CH2:12][OH:13])=[N:8][C:7]([SH:15])=[N:6][C:5]=2[N:16]=1.Cl[CH2:18][C:19]1[N:20]=[C:21]([NH:24][C:25](=[O:27])[CH3:26])[S:22][CH:23]=1, predict the reaction product. The product is: [NH2:1][C:2]1[S:3][C:4]2[C:9]([NH:10][C@H:11]([CH3:14])[CH2:12][OH:13])=[N:8][C:7]([S:15][CH2:18][C:19]3[N:20]=[C:21]([NH:24][C:25](=[O:27])[CH3:26])[S:22][CH:23]=3)=[N:6][C:5]=2[N:16]=1. (8) Given the reactants [CH3:1][C:2]1[NH:3][C:4]2[C:9]([CH:10]=1)=[CH:8][CH:7]=[CH:6][CH:5]=2.[CH2:11]([O:18][C:19]1[CH:24]=[CH:23][C:22](Br)=[CH:21][C:20]=1[F:26])[C:12]1[CH:17]=[CH:16][CH:15]=[CH:14][CH:13]=1.C(=O)([O-])[O-].[K+].[K+], predict the reaction product. The product is: [CH2:11]([O:18][C:19]1[CH:24]=[CH:23][C:22]([N:3]2[C:4]3[C:9](=[CH:8][CH:7]=[CH:6][CH:5]=3)[CH:10]=[C:2]2[CH3:1])=[CH:21][C:20]=1[F:26])[C:12]1[CH:13]=[CH:14][CH:15]=[CH:16][CH:17]=1. (9) Given the reactants C([Si](C)(C)[O:6][CH2:7][CH2:8][C:9]1([C:28]#[N:29])[CH2:14][CH2:13][N:12]([C:15]2[S:16][C:17]3[CH:23]=[C:22]([C:24]([F:27])([F:26])[F:25])[CH:21]=[CH:20][C:18]=3[N:19]=2)[CH2:11][CH2:10]1)(C)(C)C.[F-].C[N+](C)(C)C.C(O)(=O)CC(CC(O)=O)(C(O)=O)O, predict the reaction product. The product is: [OH:6][CH2:7][CH2:8][C:9]1([C:28]#[N:29])[CH2:14][CH2:13][N:12]([C:15]2[S:16][C:17]3[CH:23]=[C:22]([C:24]([F:26])([F:27])[F:25])[CH:21]=[CH:20][C:18]=3[N:19]=2)[CH2:11][CH2:10]1.